Predict which catalyst facilitates the given reaction. From a dataset of Catalyst prediction with 721,799 reactions and 888 catalyst types from USPTO. (1) The catalyst class is: 71. Product: [Cl:1][C:2]1[C:6]2=[N:7][C:8]([C@@H:11]([NH2:13])[CH3:12])=[CH:9][CH:10]=[C:5]2[NH:4][CH:3]=1. Reactant: [Cl:1][C:2]1[C:6]2=[N:7][C:8]([C@@H:11]([NH:13][S@@](C(C)(C)C)=O)[CH3:12])=[CH:9][CH:10]=[C:5]2[NH:4][CH:3]=1.Cl. (2) Reactant: [CH3:1][O:2][C:3]([C@H:5]1[CH2:10][CH2:9][C@@H:8]([NH:11][C:12]([O:14][CH2:15][CH2:16]Cl)=[O:13])[CH2:7][CH2:6]1)=[O:4].C(=O)([O-])[O-].[K+].[K+]. Product: [CH3:1][O:2][C:3]([C@H:5]1[CH2:10][CH2:9][C@@H:8]([N:11]2[CH2:16][CH2:15][O:14][C:12]2=[O:13])[CH2:7][CH2:6]1)=[O:4]. The catalyst class is: 10.